Task: Predict the product of the given reaction.. Dataset: Forward reaction prediction with 1.9M reactions from USPTO patents (1976-2016) Given the reactants [CH2:1]([NH:8][C:9]1[CH:14]=[CH:13][C:12]([CH2:15][CH2:16][CH2:17][CH3:18])=[CH:11][CH:10]=1)[C:2]1[CH:7]=[CH:6][CH:5]=[CH:4][CH:3]=1.[CH:19]([C:22]1[CH:27]=[CH:26][CH:25]=[C:24]([CH:28]([CH3:30])[CH3:29])[C:23]=1[N:31]=[C:32]=[O:33])([CH3:21])[CH3:20], predict the reaction product. The product is: [CH2:1]([N:8]([C:9]1[CH:10]=[CH:11][C:12]([CH2:15][CH2:16][CH2:17][CH3:18])=[CH:13][CH:14]=1)[C:32]([NH:31][C:23]1[C:22]([CH:19]([CH3:20])[CH3:21])=[CH:27][CH:26]=[CH:25][C:24]=1[CH:28]([CH3:30])[CH3:29])=[O:33])[C:2]1[CH:3]=[CH:4][CH:5]=[CH:6][CH:7]=1.